This data is from Catalyst prediction with 721,799 reactions and 888 catalyst types from USPTO. The task is: Predict which catalyst facilitates the given reaction. (1) Reactant: C(OC([N:8]1[CH2:13][CH2:12][CH:11]([CH2:14][N:15]2[CH:19]=[CH:18][N:17]=[CH:16]2)[CH2:10][CH2:9]1)=O)(C)(C)C. Product: [N:15]1([CH2:14][CH:11]2[CH2:12][CH2:13][NH:8][CH2:9][CH2:10]2)[CH:19]=[CH:18][N:17]=[CH:16]1. The catalyst class is: 89. (2) Reactant: C([O:8][C:9]1[CH:35]=[CH:34][C:12]([C:13]([N:15]=[C:16]([NH:23][C:24]2[C:32]3[C:27](=[CH:28][C:29]([F:33])=[CH:30][CH:31]=3)[NH:26][N:25]=2)[NH:17][C@@H:18]([CH3:22])[CH2:19][O:20][CH3:21])=[O:14])=[CH:11][CH:10]=1)C1C=CC=CC=1.C([O-])=O.[NH4+]. Product: [F:33][C:29]1[CH:28]=[C:27]2[C:32]([C:24]([NH:23][C:16]([NH:17][C@@H:18]([CH3:22])[CH2:19][O:20][CH3:21])=[N:15][C:13](=[O:14])[C:12]3[CH:11]=[CH:10][C:9]([OH:8])=[CH:35][CH:34]=3)=[N:25][NH:26]2)=[CH:31][CH:30]=1. The catalyst class is: 5. (3) Reactant: BrC1C=CC(O)=C([C:8]2[CH:17]=[CH:16][C:15]3[C:10](=[CH:11][CH:12]=[C:13]([C:18]4[N:22]([CH:23]5[CH2:28][CH2:27][CH2:26][CH2:25][CH2:24]5)[C:21]5[CH:29]=[CH:30][C:31]([C:33]([OH:35])=[O:34])=[CH:32][C:20]=5[N:19]=4)[CH:14]=3)[N:9]=2)C=1.C([CH:40]1[CH2:43][CH:42]([CH2:44][C:45]([OH:47])=[O:46])[C:41]1([CH3:49])[CH3:48])(=O)C.[OH-].[K+]. Product: [C:45]([CH2:44][CH:42]1[CH2:43][CH:40]([C:8]2[CH:17]=[CH:16][C:15]3[C:10](=[CH:11][CH:12]=[C:13]([C:18]4[N:22]([CH:23]5[CH2:24][CH2:25][CH2:26][CH2:27][CH2:28]5)[C:21]5[CH:29]=[CH:30][C:31]([C:33]([OH:35])=[O:34])=[CH:32][C:20]=5[N:19]=4)[CH:14]=3)[N:9]=2)[C:41]1([CH3:49])[CH3:48])([OH:47])=[O:46]. The catalyst class is: 8. (4) Reactant: [N:1]1[CH:2]=[N:3][N:4]2[CH:9]=[CH:8][C:7]([C:10]([NH:12][NH2:13])=[O:11])=[CH:6][C:5]=12.[C:14](=S)=[S:15].[CH2:17]([N:19]([CH2:22][CH3:23])[CH2:20][CH3:21])[CH3:18]. Product: [CH2:17]([N:19]([CH2:22][CH3:23])[CH2:20][CH3:21])[CH3:18].[N:1]1[CH:2]=[N:3][N:4]2[CH:9]=[CH:8][C:7]([C:10]3[O:11][C:14]([SH:15])=[N:13][N:12]=3)=[CH:6][C:5]=12. The catalyst class is: 8. (5) Reactant: [N:1]([CH:4]([C:6]1[N:7]=[C:8]2[S:21][CH:20]=[C:19]([CH3:22])[N:9]2[C:10](=[O:18])[C:11]=1[C:12]1[CH:17]=[CH:16][N:15]=[CH:14][CH:13]=1)[CH3:5])=[N+]=[N-].CP(C)C.C(OCC)(=O)C. Product: [NH2:1][CH:4]([C:6]1[N:7]=[C:8]2[S:21][CH:20]=[C:19]([CH3:22])[N:9]2[C:10](=[O:18])[C:11]=1[C:12]1[CH:13]=[CH:14][N:15]=[CH:16][CH:17]=1)[CH3:5]. The catalyst class is: 30. (6) Reactant: [F:1][C:2]1[CH:3]=[C:4]2[C:8](=[CH:9][CH:10]=1)[NH:7][C:6](=[O:11])[C:5]2=[C:12]1[C:20]2[C:15](=[N:16][C:17]([CH:21]=[CH:22][O:23][CH3:24])=[CH:18][CH:19]=2)[CH2:14][O:13]1. Product: [F:1][C:2]1[CH:3]=[C:4]2[C:8](=[CH:9][CH:10]=1)[NH:7][C:6](=[O:11])[C:5]2=[C:12]1[C:20]2[C:15](=[N:16][C:17]([CH2:21][CH2:22][O:23][CH3:24])=[CH:18][CH:19]=2)[CH2:14][O:13]1. The catalyst class is: 19. (7) Reactant: [C:1]([O:9][CH2:10][CH3:11])(=[O:8])[CH2:2][C:3]([O:5][CH2:6][CH3:7])=[O:4].[Cl-].[Mg+2].[Cl-].[F:15][C:16]1[C:21]([F:22])=[CH:20][CH:19]=[CH:18][C:17]=1[C:23]1([C:29](O)=[O:30])[CH2:28][CH2:27][O:26][CH2:25][CH2:24]1.S(Cl)(Cl)(=O)=O.Cl. Product: [F:15][C:16]1[C:21]([F:22])=[CH:20][CH:19]=[CH:18][C:17]=1[C:23]1([C:29]([CH:2]([C:3]([O:5][CH2:6][CH3:7])=[O:4])[C:1]([O:9][CH2:10][CH3:11])=[O:8])=[O:30])[CH2:28][CH2:27][O:26][CH2:25][CH2:24]1. The catalyst class is: 290.